Task: Predict the product of the given reaction.. Dataset: Forward reaction prediction with 1.9M reactions from USPTO patents (1976-2016) The product is: [CH3:17][C:5]1[CH:4]=[CH:3][C:2]([NH:1][C:19]([NH:18][C:21]2[CH:26]=[CH:25][CH:24]=[C:23]([C:27]([F:28])([F:29])[F:30])[CH:22]=2)=[O:20])=[CH:16][C:6]=1[C:7](=[O:8])[NH:9][C:10]1[CH:15]=[N:14][CH:13]=[N:12][CH:11]=1. Given the reactants [NH2:1][C:2]1[CH:3]=[CH:4][C:5]([CH3:17])=[C:6]([CH:16]=1)[C:7]([NH:9][C:10]1[CH:11]=[N:12][CH:13]=[N:14][CH:15]=1)=[O:8].[N:18]([C:21]1[CH:26]=[CH:25][CH:24]=[C:23]([C:27]([F:30])([F:29])[F:28])[CH:22]=1)=[C:19]=[O:20], predict the reaction product.